From a dataset of Experimentally validated miRNA-target interactions with 360,000+ pairs, plus equal number of negative samples. Binary Classification. Given a miRNA mature sequence and a target amino acid sequence, predict their likelihood of interaction. (1) The miRNA is hsa-miR-4488 with sequence AGGGGGCGGGCUCCGGCG. The protein sequence of the target gene is MATLPAEPSAGPAAGGEAVAAAAATEEEEEEARQLLQTLQAAEGEAAAAAGAGAGAAAAGAEGPGSPGVPGSPPEAASEPPTGLRFSPEQVACVCEALLQAGHAGRLSRFLGALPPAERLRGSDPVLRARALVAFQRGEYAELYRLLESRPFPAAHHAFLQDLYLRARYHEAERARGRALGAVDKYRLRKKFPLPKTIWDGEETVYCFKERSRAALKACYRGNRYPTPDEKRRLATLTGLSLTQVSNWFKNRRQRDRTGAGGGAPCKSESDGNPTTEDESSRSPEDLERGAAPVSAEAAA.... Result: 1 (interaction). (2) The miRNA is hsa-miR-124-3p with sequence UAAGGCACGCGGUGAAUGCCAA. The protein sequence of the target gene is MSHGAGLVRTTCSSGSALGPGAGAAQPSASPLEGLLDLSYPRTHAALLKVAQMVTLLIAFICVRSSLWTNYSAYSYFEVVTICDLIMILAFYLVHLFRFYRVLTCISWPLSELLHYLIGTLLLLIASIVAASKSYNQSGLVAGAIFGFMATFLCMASIWLSYKISCVTQSTDAAV. Result: 1 (interaction). (3) The miRNA is hsa-miR-1976 with sequence CCUCCUGCCCUCCUUGCUGU. The protein sequence of the target gene is MTGRARARARGRARGQETAQLVGSTASQQPGYIQPRPQPPPAEGELFGRGRQRGTAGGTAKSQGLQISAGFQELSLAERGGRRRDFHDLGVNTRQNLDHVKESKTGSSGIIVRLSTNHFRLTSRPQWALYQYHIDYNPLMEARRLRSALLFQHEDLIGKCHAFDGTILFLPKRLQQKVTEVFSKTRNGEDVRITITLTNELPPTSPTCLQFYNIIFRRLLKIMNLQQIGRNYYNPNDPIDIPSHRLVIWPGFTTSILQYENSIMLCTDVSHKVLRSETVLDFMFNFYHQTEEHKFQEQVS.... Result: 1 (interaction). (4) The miRNA is hsa-miR-215-5p with sequence AUGACCUAUGAAUUGACAGAC. The protein sequence of the target gene is MPPGKVLQPVLKMKVDELFLYWLSEASTQRMLQDCLRRIKAPGRDQPTPGDGEQPGAWPTAPLAAPRPSGLEPPGTPGPGPALPLGAASSPRNAPHVRGTRRSAGTRVVQTRKEEPLPPATSQSIPTFYFPRGRPQDSVNVDAVISKIESTFARFPHERATMDDMGLVAKACGCPLYWKGPLFYGAGGERTGSVSVHKFVAMWRKILQNCHDDAAKFVHLLMSPGCNYLVQEDFVPFLQDVVNTHPGLSFLKEASEFHSRYITTVIQRIFYAVNRSWSGRITCAELRRSSFLQNVALLEE.... Result: 1 (interaction). (5) The miRNA is mmu-miR-351-5p with sequence UCCCUGAGGAGCCCUUUGAGCCUG. The protein sequence of the target gene is MFGDLFEEEYSTVSNNQYGKGKKLKTKALEPPAPREFTNLSGIRNQGGTCYLNSLLQTLHFTPEFREALFSLGPEELGLFEDKDKPDAKVRIIPLQLQRLFAQLLLLDQEAASTADLTDSFGWTSNEEMRQHDVQELNRILFSALETSLVGTSGHDLIYRLYHGTIVNQIVCKECKNVSERQEDFLDLTVAVKNVSGLEDALWNMYVEEEVFDCDNLYHCGTCDRLVKAAKSAKLRKLPPFLTVSLLRFNFDFVKCERYKETSCYTFPLRINLKPFCEQSELDDLEYIYDLFSVIIHKGG.... Result: 0 (no interaction).